From a dataset of Peptide-MHC class I binding affinity with 185,985 pairs from IEDB/IMGT. Regression. Given a peptide amino acid sequence and an MHC pseudo amino acid sequence, predict their binding affinity value. This is MHC class I binding data. (1) The peptide sequence is TVAHQVCPY. The MHC is HLA-B58:01 with pseudo-sequence HLA-B58:01. The binding affinity (normalized) is 0.0847. (2) The peptide sequence is AEFKYIAAV. The MHC is HLA-B54:01 with pseudo-sequence HLA-B54:01. The binding affinity (normalized) is 0. (3) The peptide sequence is ALIRATSTR. The MHC is HLA-A11:01 with pseudo-sequence HLA-A11:01. The binding affinity (normalized) is 0.285. (4) The peptide sequence is WSQNPTMLY. The MHC is HLA-B15:09 with pseudo-sequence HLA-B15:09. The binding affinity (normalized) is 0.0847. (5) The binding affinity (normalized) is 0.171. The peptide sequence is NLYISDYKML. The MHC is HLA-A02:01 with pseudo-sequence HLA-A02:01. (6) The peptide sequence is FLGKIWPS. The MHC is HLA-A02:19 with pseudo-sequence HLA-A02:19. The binding affinity (normalized) is 1.00. (7) The peptide sequence is VERRLVKVL. The MHC is HLA-A31:01 with pseudo-sequence HLA-A31:01. The binding affinity (normalized) is 0.0847. (8) The peptide sequence is LGPATAQMAL. The MHC is Mamu-A01 with pseudo-sequence Mamu-A01. The binding affinity (normalized) is 0.526. (9) The peptide sequence is LFNTVAVLY. The MHC is HLA-B08:01 with pseudo-sequence HLA-B08:01. The binding affinity (normalized) is 0.0847.